From a dataset of Forward reaction prediction with 1.9M reactions from USPTO patents (1976-2016). Predict the product of the given reaction. Given the reactants [CH3:1][O:2][C:3](=[O:18])[CH2:4][O:5][C:6]1[CH:11]=[C:10]([Br:12])[C:9]([O:13][CH2:14][C:15]#[N:16])=[CH:8][C:7]=1[CH3:17].C(N)(=[S:21])C.Cl.C([O-])(O)=O.[Na+], predict the reaction product. The product is: [CH3:1][O:2][C:3](=[O:18])[CH2:4][O:5][C:6]1[CH:11]=[C:10]([Br:12])[C:9]([O:13][CH2:14][C:15](=[S:21])[NH2:16])=[CH:8][C:7]=1[CH3:17].